Dataset: Experimentally validated miRNA-target interactions with 360,000+ pairs, plus equal number of negative samples. Task: Binary Classification. Given a miRNA mature sequence and a target amino acid sequence, predict their likelihood of interaction. (1) The miRNA is gga-miR-133a-3p with sequence UUGGUCCCCUUCAACCAGCUGU. The protein sequence of the target gene is MEKPAGRKKKTPTPREEADVQKSALREEKVSGDRKPPERPTVPRKPRTEPCLSPEDEEHVFDAFDASFKDDFEGVPVFIPFQRKKPYECSECGRIFKHKTDHIRHQRVHTGEKPFKCAQCGKAFRHSSDVTKHQRTHTGEKPFKCGECGKAFNCGSNLLKHQKTHTGEKPYECTHCGKAFAYSSCLIRHQKRHPRKKP. Result: 0 (no interaction). (2) Result: 1 (interaction). The protein sequence of the target gene is MVSGPLALRWCAWAGRGDMGPDMELPSHSKQLLLQLNQQRTKGFLCDVIIMVENSIFRAHKNVLAASSIYFKSLVLHDNLINLDTDMVSSTVFQQILDFIYTGKLLPSDQPAEPNFSTLLTAASYLQLPELAALCRRKLKRAGKPFGSGRAGSTGMGRPPRSQRLSTASVIQARYQGLVDGRKGAHAPQELPQAKGSDDELFLGGSNQDSVQGLGRAVCPAGGEAGLGGCSSSTNGSSGGCEQELGLDLSKKSPPLPPATPGPHLTPDDAAQLSDSQHGSPPAASAPPVANSASYSELGG.... The miRNA is hsa-miR-1304-5p with sequence UUUGAGGCUACAGUGAGAUGUG. (3) The miRNA is hsa-miR-1292-3p with sequence UCGCGCCCCGGCUCCCGUUC. The protein sequence of the target gene is MSGASVKVAVRVRPFNSRETSKESKCIIQMQGNSTSIINPKNPKEAPKSFSFDYSYWSHTSPEDPCFASQNRVYNDIGKEMLLHAFEGYNVCIFAYGQTGAGKSYTMMGKQEESQAGIIPQLCEELFEKINDNCNEEMSYSVEVSYMEIYCERVRDLLNPKNKGNLRVREHPLLGPYVEDLSKLAVTSYTDIADLMDAGNKARTVAATNMNETSSRSHAVFTIVFTQKKQDPETNLSTEKVSKISLVDLAGSERADSTGAKGTRLKEGANINKSLTTLGKVISALAEVDNCTSKSKKKKK.... Result: 0 (no interaction). (4) The miRNA is hsa-miR-6828-5p with sequence AGGAAGCAAGAGAACCCUGUGG. The protein sequence of the target gene is MSRSGDRTSTFDPSHSDNLLHGLNLLWRKQLFCDVTLTAQGQQFHCHKAVLASCSQYFRSLFSSHPPLGGGVGGQDGLGAPKDQQQPPQQQPSQQQQPPPQEEPGTPSSSPDDKLLTSPRAINNLVLQGCSSIGLRLVLEYLYTANVTLSLDTVEEVLSVSKILHIPQVTKLCVQFLNDQISVQNYKQVCKIAALHGLEETKKLANKYLVEDVLLLNFEEMRALLDSLPPPVESELALFQMSVLWLEHDRETRMQYAPDLMKRLRFALIPAPELVERVQSVDFMRTDPVCQKLLLDAMNY.... Result: 0 (no interaction).